This data is from Full USPTO retrosynthesis dataset with 1.9M reactions from patents (1976-2016). The task is: Predict the reactants needed to synthesize the given product. (1) The reactants are: [CH3:1][C:2]1[N:6]([C:7]2[CH:12]=[CH:11][C:10]([C:13]([F:16])([F:15])[F:14])=[CH:9][N:8]=2)[N:5]=[CH:4][C:3]=1[C:17]([OH:19])=O.C(Cl)(=O)C(Cl)=O.C[N:27](C)C=O.[NH4+].[OH-]. Given the product [CH3:1][C:2]1[N:6]([C:7]2[CH:12]=[CH:11][C:10]([C:13]([F:16])([F:15])[F:14])=[CH:9][N:8]=2)[N:5]=[CH:4][C:3]=1[C:17]([NH2:27])=[O:19], predict the reactants needed to synthesize it. (2) Given the product [CH3:18][C:19]1[O:20][C:21]2[CH:27]=[CH:26][CH:25]=[CH:24][C:22]=2[C:23]=1[C:7](=[O:9])[C:6]1[CH:10]=[C:11]([CH:15]([CH3:17])[CH3:16])[C:12]([O:13][CH3:14])=[C:4]([CH:1]([CH3:2])[CH3:3])[CH:5]=1, predict the reactants needed to synthesize it. The reactants are: [CH:1]([C:4]1[CH:5]=[C:6]([CH:10]=[C:11]([CH:15]([CH3:17])[CH3:16])[C:12]=1[O:13][CH3:14])[C:7]([OH:9])=O)([CH3:3])[CH3:2].[CH3:18][C:19]1[O:20][C:21]2[CH:27]=[CH:26][CH:25]=[CH:24][C:22]=2[CH:23]=1.[Sn](Cl)(Cl)(Cl)Cl.